This data is from Peptide-MHC class II binding affinity with 134,281 pairs from IEDB. The task is: Regression. Given a peptide amino acid sequence and an MHC pseudo amino acid sequence, predict their binding affinity value. This is MHC class II binding data. (1) The peptide sequence is FLLMDALKL. The MHC is DRB1_0101 with pseudo-sequence DRB1_0101. The binding affinity (normalized) is 0.646. (2) The peptide sequence is AENVKPPKVDPATYG. The MHC is DRB1_1302 with pseudo-sequence DRB1_1302. The binding affinity (normalized) is 0. (3) The peptide sequence is GTILVKVEYKGEDAP. The MHC is DRB1_1101 with pseudo-sequence DRB1_1101. The binding affinity (normalized) is 0.535. (4) The peptide sequence is FGMVQFQKFFNPVTP. The MHC is HLA-DPA10103-DPB10401 with pseudo-sequence HLA-DPA10103-DPB10401. The binding affinity (normalized) is 0.465.